From a dataset of Retrosynthesis with 50K atom-mapped reactions and 10 reaction types from USPTO. Predict the reactants needed to synthesize the given product. Given the product Cc1c(F)cc(C(=O)NC2CC2)cc1-c1ccc(-c2nnc(CN=[N+]=[N-])o2)cc1, predict the reactants needed to synthesize it. The reactants are: Cc1c(F)cc(C(=O)NC2CC2)cc1-c1ccc(-c2nnc(CCl)o2)cc1.[N-]=[N+]=[N-].